Dataset: Forward reaction prediction with 1.9M reactions from USPTO patents (1976-2016). Task: Predict the product of the given reaction. (1) Given the reactants C(OC(=O)N[C@H](C1C(Br)=CC=C(C#CC2C=NC=NC=2)N=1)CC1C=C(F)C=C(F)C=1)(C)(C)C.[Br:34][C:35]1[C:36]([C@@H:42]([NH:52][C:53](=[O:70])[CH2:54][N:55]2[C:59]3[C:60]([F:65])([F:64])[C@@H:61]4[CH2:63][C@@H:62]4[C:58]=3[C:57]([C:66]([F:69])([F:68])[F:67])=[N:56]2)[CH2:43][C:44]2[CH:49]=[C:48]([F:50])[CH:47]=[C:46]([F:51])[CH:45]=2)=[N:37][C:38](Br)=[CH:39][CH:40]=1.[C:71]([C:73]1([OH:78])[CH2:77][CH2:76][CH2:75][CH2:74]1)#[CH:72], predict the reaction product. The product is: [Br:34][C:35]1[C:36]([C@@H:42]([NH:52][C:53](=[O:70])[CH2:54][N:55]2[C:59]3[C:60]([F:64])([F:65])[C@@H:61]4[CH2:63][C@@H:62]4[C:58]=3[C:57]([C:66]([F:67])([F:68])[F:69])=[N:56]2)[CH2:43][C:44]2[CH:45]=[C:46]([F:51])[CH:47]=[C:48]([F:50])[CH:49]=2)=[N:37][C:38]([C:72]#[C:71][C:73]2([OH:78])[CH2:77][CH2:76][CH2:75][CH2:74]2)=[CH:39][CH:40]=1. (2) Given the reactants [CH2:1]([NH:8][C:9](=[O:26])[CH2:10][C:11]1[CH:16]=[CH:15][C:14]([SiH:17]([C:22]([CH3:25])([CH3:24])[CH3:23])[C:18]([CH3:21])([CH3:20])[CH3:19])=[CH:13][CH:12]=1)[C:2]1[CH:7]=[CH:6][CH:5]=[CH:4][CH:3]=1.C(O)(=O)C.[F-:31].[K+], predict the reaction product. The product is: [CH2:1]([NH:8][C:9](=[O:26])[CH2:10][C:11]1[CH:12]=[CH:13][C:14]([Si:17]([C:22]([CH3:25])([CH3:24])[CH3:23])([C:18]([CH3:20])([CH3:19])[CH3:21])[F:31])=[CH:15][CH:16]=1)[C:2]1[CH:3]=[CH:4][CH:5]=[CH:6][CH:7]=1. (3) Given the reactants Cl[C:2]1[CH:7]=[C:6]([OH:8])[CH:5]=[CH:4][N:3]=1.[N:9]1([C:15]([O:17][C:18]([CH3:21])([CH3:20])[CH3:19])=[O:16])[CH2:14][CH2:13][NH:12][CH2:11][CH2:10]1, predict the reaction product. The product is: [OH:8][C:6]1[CH:5]=[CH:4][N:3]=[C:2]([N:12]2[CH2:11][CH2:10][N:9]([C:15]([O:17][C:18]([CH3:21])([CH3:20])[CH3:19])=[O:16])[CH2:14][CH2:13]2)[CH:7]=1. (4) Given the reactants [CH2:1]([O:4][C:5]1([CH3:27])[CH2:10][CH2:9][N:8]([C:11]2[N:16]3[N:17]=[C:18]([Br:20])[CH:19]=[C:15]3[N:14]=[C:13]([CH3:21])[C:12]=2[CH2:22][C:23]([O:25][CH3:26])=[O:24])[CH2:7][CH2:6]1)[CH:2]=[CH2:3].CC([OH:31])C.C(=O)=O.C[Si]([N-][Si](C)(C)C)(C)C.[K+].C1(C2ON2S(C2C=CC=CC=2)(=O)=O)C=CC=CC=1.C(=O)(O)[O-].[Na+].CC(OI1(OC(C)=O)(OC(C)=O)OC(=O)C2C=CC=CC1=2)=O, predict the reaction product. The product is: [CH2:1]([O:4][C:5]1([CH3:27])[CH2:10][CH2:9][N:8]([C:11]2[N:16]3[N:17]=[C:18]([Br:20])[CH:19]=[C:15]3[N:14]=[C:13]([CH3:21])[C:12]=2[C:22](=[O:31])[C:23]([O:25][CH3:26])=[O:24])[CH2:7][CH2:6]1)[CH:2]=[CH2:3]. (5) Given the reactants CC(OC([NH:8][C@H:9]([C:15]([O:17][CH3:18])=[O:16])[CH2:10][CH2:11][C:12]([OH:14])=O)=O)(C)C.F[P-](F)(F)(F)(F)F.N1(OC(N(C)C)=[N+](C)C)C2N=CC=CC=2N=N1.C1C=NC2N(O)N=NC=2C=1.[NH2:53][C:54]1[CH:55]=[C:56]([S:60]([OH:63])(=[O:62])=[O:61])[CH:57]=[CH:58][CH:59]=1, predict the reaction product. The product is: [NH2:8][C@H:9]([C:15]([O:17][CH3:18])=[O:16])[CH2:10][CH2:11][C:12]([NH:53][C:54]1[CH:55]=[C:56]([S:60]([OH:63])(=[O:61])=[O:62])[CH:57]=[CH:58][CH:59]=1)=[O:14]. (6) Given the reactants [OH-].[NH4+:2].[C:3]([C:5]1[CH:6]=[C:7]([S:12](Cl)(=[O:14])=[O:13])[CH:8]=[CH:9][C:10]=1[F:11])#[N:4], predict the reaction product. The product is: [C:3]([C:5]1[CH:6]=[C:7]([S:12]([NH2:2])(=[O:14])=[O:13])[CH:8]=[CH:9][C:10]=1[F:11])#[N:4].